Dataset: Full USPTO retrosynthesis dataset with 1.9M reactions from patents (1976-2016). Task: Predict the reactants needed to synthesize the given product. (1) Given the product [C:46]([O:45][C@@H:40]([C:12]1[C:13]([CH3:39])=[N:14][C:15]2=[CH:19][C:18]3=[N:17][N:16]2[C:11]=1[N:8]1[CH2:7][CH2:6][C:5]([CH3:50])([O:4][CH2:1][CH2:38][CH2:37][CH2:36][C@H:34]([CH3:35])[O:33][C:27]2[CH:28]=[CH:29][C:30]([F:32])=[CH:31][C:26]=2[C:22]2[CH:21]=[C:20]3[CH:25]=[CH:24][CH:23]=2)[CH2:10][CH2:9]1)[C:41]([O:43][CH3:44])=[O:42])([CH3:48])([CH3:47])[CH3:49], predict the reactants needed to synthesize it. The reactants are: [CH2:1]([O:4][C:5]1([CH3:50])[CH2:10][CH2:9][N:8]([C:11]2[N:16]3[N:17]=[C:18]([C:20]4[CH:21]=[C:22]([C:26]5[CH:31]=[C:30]([F:32])[CH:29]=[CH:28][C:27]=5[O:33][C@H:34]([CH2:36][CH:37]=[CH2:38])[CH3:35])[CH:23]=[CH:24][CH:25]=4)[CH:19]=[C:15]3[N:14]=[C:13]([CH3:39])[C:12]=2[C@H:40]([O:45][C:46]([CH3:49])([CH3:48])[CH3:47])[C:41]([O:43][CH3:44])=[O:42])[CH2:7][CH2:6]1)C=C.[BH4-].[Na+]. (2) Given the product [F:35][C:34]([F:37])([F:36])[S:31]([O:33]/[C:11](=[C:10]1/[CH:24]([C:15]2[CH:16]=[CH:17][C:18]3[C:23](=[CH:22][CH:21]=[CH:20][CH:19]=3)[CH:14]=2)[O:25][CH:7]([C:1]2[CH:6]=[CH:5][CH:4]=[CH:3][CH:2]=2)[CH2:8][CH2:9]/1)/[CH3:12])(=[O:32])=[O:30], predict the reactants needed to synthesize it. The reactants are: [C:1]1([CH:7](O)[CH2:8][CH2:9][C:10]#[C:11][CH3:12])[CH:6]=[CH:5][CH:4]=[CH:3][CH:2]=1.[CH:14]1[C:23]2[C:18](=[CH:19][CH:20]=[CH:21][CH:22]=2)[CH:17]=[CH:16][C:15]=1[CH:24]=[O:25].C[Si]([O:30][S:31]([C:34]([F:37])([F:36])[F:35])(=[O:33])=[O:32])(C)C.C([O-])(O)=O.[Na+]. (3) Given the product [C:7]1([O:10][Si:11]([CH3:14])([CH3:13])[CH3:12])[CH2:6][CH2:2][CH2:1][CH2:9][CH:8]=1, predict the reactants needed to synthesize it. The reactants are: [C:1]([O-])(=O)[CH:2]=C.[CH2:6]=[C:7]([O:10][Si:11]([CH3:14])([CH3:13])[CH3:12])[CH:8]=[CH2:9]. (4) Given the product [C:1]([O:5][C:6](=[O:20])[CH2:7][C:8]1([CH2:16][NH2:17])[CH2:14][CH:13]2[CH:9]1[CH:10]=[C:11]([CH3:15])[CH2:12]2)([CH3:2])([CH3:4])[CH3:3], predict the reactants needed to synthesize it. The reactants are: [C:1]([O:5][C:6](=[O:20])[CH2:7][C:8]1([CH2:16][N+:17]([O-])=O)[CH2:14][CH:13]2[CH:9]1[CH:10]=[C:11]([CH3:15])[CH2:12]2)([CH3:4])([CH3:3])[CH3:2].[Cl-].[NH4+]. (5) The reactants are: [OH-].[K+].[CH2:3]([OH:10])[C:4]1[CH:9]=[CH:8][CH:7]=[CH:6][CH:5]=1.Cl[CH2:12][C:13]([OH:15])=[O:14].O. Given the product [CH2:3]([O:10][CH2:12][C:13]([OH:15])=[O:14])[C:4]1[CH:9]=[CH:8][CH:7]=[CH:6][CH:5]=1, predict the reactants needed to synthesize it.